Dataset: Catalyst prediction with 721,799 reactions and 888 catalyst types from USPTO. Task: Predict which catalyst facilitates the given reaction. Reactant: CC1C=CC(S(O[CH2:12][CH2:13][CH2:14][CH2:15][C:16]2[C:24]3[C:19](=[CH:20][CH:21]=[C:22]([C:25]#[N:26])[CH:23]=3)[NH:18][CH:17]=2)(=O)=O)=CC=1.[CH3:27][C:28]1[CH:33]=[C:32]([CH3:34])[N:31]=[C:30]([N:35]2[CH2:40][CH2:39][NH:38][CH2:37][CH2:36]2)[N:29]=1.C(=O)([O-])[O-].[K+].[K+].[I-].[K+]. Product: [CH3:27][C:28]1[CH:33]=[C:32]([CH3:34])[N:31]=[C:30]([N:35]2[CH2:36][CH2:37][N:38]([CH2:12][CH2:13][CH2:14][CH2:15][C:16]3[C:24]4[C:19](=[CH:20][CH:21]=[C:22]([C:25]#[N:26])[CH:23]=4)[NH:18][CH:17]=3)[CH2:39][CH2:40]2)[N:29]=1. The catalyst class is: 10.